From a dataset of Full USPTO retrosynthesis dataset with 1.9M reactions from patents (1976-2016). Predict the reactants needed to synthesize the given product. Given the product [CH2:7]([N:9]([CH2:10][CH3:11])[C:4](=[O:6])[CH2:3][C:1]#[N:2])[CH3:8], predict the reactants needed to synthesize it. The reactants are: [C:1]([CH2:3][C:4]([OH:6])=O)#[N:2].[CH2:7]([NH:9][CH2:10][CH3:11])[CH3:8].C1(N=C=NC2CCCCC2)CCCCC1.